This data is from Reaction yield outcomes from USPTO patents with 853,638 reactions. The task is: Predict the reaction yield, written as a fraction of the theoretical maximum amount of product (1.0 means a 100% yield; for example, 0.34 means a 34% yield). (1) The reactants are [H-].[Na+].[OH:3][C@@H:4]([CH2:15][O:16][C@H:17]([CH3:30])[CH2:18][O:19][Si:20]([CH:27]([CH3:29])[CH3:28])([CH:24]([CH3:26])[CH3:25])[CH:21]([CH3:23])[CH3:22])[C:5]([NH:7][C:8]1[CH:13]=[N:12][C:11]([CH3:14])=[CH:10][N:9]=1)=[O:6].[Br:31][C:32]1[CH:37]=[CH:36][CH:35]=[C:34]([Cl:38])[C:33]=1[N:39]1[C:43]2=[N:44][CH:45]=[N:46][C:47](Cl)=[C:42]2[CH:41]=[N:40]1. The catalyst is C1COCC1.CCOC(C)=O. The product is [Br:31][C:32]1[CH:37]=[CH:36][CH:35]=[C:34]([Cl:38])[C:33]=1[N:39]1[C:43]2[N:44]=[CH:45][N:46]=[C:47]([O:3][C@@H:4]([CH2:15][O:16][C@H:17]([CH3:30])[CH2:18][O:19][Si:20]([CH:27]([CH3:29])[CH3:28])([CH:21]([CH3:23])[CH3:22])[CH:24]([CH3:26])[CH3:25])[C:5]([NH:7][C:8]3[CH:13]=[N:12][C:11]([CH3:14])=[CH:10][N:9]=3)=[O:6])[C:42]=2[CH:41]=[N:40]1. The yield is 0.930. (2) The reactants are [F:1][C:2]1[CH:7]=[CH:6][C:5]([C:8]2[N:9]=[C:10]3[N:14]([C:15]=2[C:16]2[CH:21]=[CH:20][N:19]=[C:18](F)[CH:17]=2)[CH2:13][CH2:12][S:11]3)=[CH:4][CH:3]=1.[CH3:23][CH:24]([CH3:28])[C@@H:25]([NH2:27])[CH3:26]. No catalyst specified. The product is [CH3:26][C@H:25]([NH:27][C:18]1[CH:17]=[C:16]([C:15]2[N:14]3[C:10]([S:11][CH2:12][CH2:13]3)=[N:9][C:8]=2[C:5]2[CH:6]=[CH:7][C:2]([F:1])=[CH:3][CH:4]=2)[CH:21]=[CH:20][N:19]=1)[CH:24]([CH3:28])[CH3:23]. The yield is 0.900. (3) The reactants are N[C:2]1[S:3][C:4]2[CH:10]=[C:9]([N+:11]([O-:13])=[O:12])[CH:8]=[CH:7][C:5]=2[N:6]=1.N(OCCC(C)C)=O.[BrH:22]. The catalyst is C(#N)C.[Cu](Br)Br. The product is [Br:22][C:2]1[S:3][C:4]2[CH:10]=[C:9]([N+:11]([O-:13])=[O:12])[CH:8]=[CH:7][C:5]=2[N:6]=1. The yield is 0.710. (4) The reactants are [CH2:1]([N:8]1[CH2:13][C@@H:12]([OH:14])[CH2:11][C@H:10]([C:15]([O:17][CH3:18])=[O:16])[C@H:9]1[C:19]([O:21][CH2:22][C:23]1[CH:28]=[CH:27][CH:26]=[CH:25][CH:24]=1)=[O:20])[C:2]1[CH:7]=[CH:6][CH:5]=[CH:4][CH:3]=1.C(Cl)Cl.C1N=CN([C:37]([N:39]2[CH:43]=N[CH:41]=[CH:40]2)=[O:38])C=1.N1CCC[CH2:45]1. No catalyst specified. The product is [CH2:1]([N:8]1[CH2:13][C@@H:12]([O:14][C:37]([N:39]2[CH2:40][CH2:41][CH2:45][CH2:43]2)=[O:38])[CH2:11][C@H:10]([C:15]([O:17][CH3:18])=[O:16])[C@H:9]1[C:19]([O:21][CH2:22][C:23]1[CH:24]=[CH:25][CH:26]=[CH:27][CH:28]=1)=[O:20])[C:2]1[CH:7]=[CH:6][CH:5]=[CH:4][CH:3]=1. The yield is 0.887. (5) The reactants are C(=O)([O-])[O-].[K+].[K+].[Cl:7][C:8]1[C:9](F)=[CH:10][C:11]([F:21])=[C:12]([CH:20]=1)[C:13]([O:15][C:16]([CH3:19])([CH3:18])[CH3:17])=[O:14].[Cl:23][C:24]1[CH:25]=[C:26]([OH:38])[CH:27]=[N:28][C:29]=1[O:30][CH2:31][C:32]([F:37])([F:36])[CH:33]([F:35])[F:34].COC(C)(C)C. The catalyst is CS(C)=O. The product is [Cl:7][C:8]1[C:9]([O:38][C:26]2[CH:27]=[N:28][C:29]([O:30][CH2:31][C:32]([F:36])([F:37])[CH:33]([F:35])[F:34])=[C:24]([Cl:23])[CH:25]=2)=[CH:10][C:11]([F:21])=[C:12]([CH:20]=1)[C:13]([O:15][C:16]([CH3:19])([CH3:18])[CH3:17])=[O:14]. The yield is 0.610. (6) The reactants are NN.[Cl:3][C:4]1[S:8][C:7]([C:9]([NH:11][C@@H:12]([CH2:25][C:26]2[CH:31]=[CH:30][CH:29]=[C:28]([F:32])[CH:27]=2)[CH2:13][N:14]2C(=O)C3C(=CC=CC=3)C2=O)=[O:10])=[CH:6][C:5]=1[C:33]1[N:37]([CH2:38][CH3:39])[N:36]=[CH:35][C:34]=1[Cl:40]. The catalyst is CO. The product is [NH2:14][CH2:13][C@@H:12]([NH:11][C:9]([C:7]1[S:8][C:4]([Cl:3])=[C:5]([C:33]2[N:37]([CH2:38][CH3:39])[N:36]=[CH:35][C:34]=2[Cl:40])[CH:6]=1)=[O:10])[CH2:25][C:26]1[CH:31]=[CH:30][CH:29]=[C:28]([F:32])[CH:27]=1. The yield is 0.675. (7) The reactants are Cl[C:2]1[CH:7]=[CH:6][C:5]([N+:8]([O-:10])=[O:9])=[CH:4][C:3]=1[O:11][CH3:12].[N:13]1([CH2:18][CH2:19][NH2:20])[CH2:17][CH2:16][CH2:15][CH2:14]1. No catalyst specified. The product is [CH3:12][O:11][C:3]1[CH:4]=[C:5]([N+:8]([O-:10])=[O:9])[CH:6]=[CH:7][C:2]=1[NH:20][CH2:19][CH2:18][N:13]1[CH2:17][CH2:16][CH2:15][CH2:14]1. The yield is 0.240. (8) The reactants are [Br:1][C:2]1[C:3]([CH2:8][OH:9])=[N:4][CH:5]=[CH:6][CH:7]=1.[C:10]([C:14]1[CH:19]=[CH:18][C:17]([F:20])=[CH:16][C:15]=1O)#[C:11][CH2:12][CH3:13].C1(P(C2C=CC=CC=2)C2C=CC=CC=2)C=CC=CC=1.N(C(OC(C)C)=O)=NC(OC(C)C)=O. The catalyst is ClCCl. The product is [Br:1][C:2]1[C:3]([CH2:8][O:9][C:19]2[CH:18]=[C:17]([F:20])[CH:16]=[CH:15][C:14]=2[C:10]#[C:11][CH2:12][CH3:13])=[N:4][CH:5]=[CH:6][CH:7]=1. The yield is 0.640. (9) The reactants are [F:1][C:2]1[CH:3]=[C:4]2[C:8](=[CH:9][CH:10]=1)[N:7]([CH3:11])[C:6]([C:12]([NH:14][C@H:15]([C:19]([NH:21][CH:22]([C:31](=[O:44])[CH2:32][O:33][C:34]1[C:39]([F:40])=[C:38]([F:41])[CH:37]=[C:36]([F:42])[C:35]=1[F:43])[CH2:23][C:24]([O:26]C(C)(C)C)=[O:25])=[O:20])[CH:16]([CH3:18])[CH3:17])=[O:13])=[CH:5]2.C(O)(C(F)(F)F)=O. No catalyst specified. The product is [F:1][C:2]1[CH:3]=[C:4]2[C:8](=[CH:9][CH:10]=1)[N:7]([CH3:11])[C:6]([C:12]([NH:14][C@H:15]([C:19]([NH:21][CH:22]([C:31](=[O:44])[CH2:32][O:33][C:34]1[C:39]([F:40])=[C:38]([F:41])[CH:37]=[C:36]([F:42])[C:35]=1[F:43])[CH2:23][C:24]([OH:26])=[O:25])=[O:20])[CH:16]([CH3:17])[CH3:18])=[O:13])=[CH:5]2. The yield is 0.420. (10) The yield is 0.387. The reactants are Br[C:2]1[CH:13]=[CH:12][C:5]([O:6][CH2:7][C:8]([CH3:11])([OH:10])[CH3:9])=[C:4]([O:14][CH3:15])[CH:3]=1.[Cl:16][C:17]1[CH:22]=[CH:21][C:20]([C:23]2[S:32][C:26]3[C:27](=[O:31])[NH:28][N:29]=[CH:30][C:25]=3[CH:24]=2)=[CH:19][CH:18]=1.CN[C@@H]1CCCC[C@H]1NC.[O-]P([O-])([O-])=O.[K+].[K+].[K+].CC1(N)CCCCC1(C)N. The catalyst is O1CCOCC1.C(Cl)Cl.[Cu-]=O.CO. The product is [Cl:16][C:17]1[CH:18]=[CH:19][C:20]([C:23]2[S:32][C:26]3[C:27](=[O:31])[N:28]([C:2]4[CH:13]=[CH:12][C:5]([O:6][CH2:7][C:8]([OH:10])([CH3:11])[CH3:9])=[C:4]([O:14][CH3:15])[CH:3]=4)[N:29]=[CH:30][C:25]=3[CH:24]=2)=[CH:21][CH:22]=1.